This data is from Reaction yield outcomes from USPTO patents with 853,638 reactions. The task is: Predict the reaction yield, written as a fraction of the theoretical maximum amount of product (1.0 means a 100% yield; for example, 0.34 means a 34% yield). (1) The reactants are [CH2:1]([C:3]1[C:8]([OH:9])=[CH:7][CH:6]=[CH:5][N:4]=1)[CH3:2].[H-].[Na+].Br[C:13]1[CH:14]=[C:15]([N+]([O-])=O)[C:16]([C:19]#[N:20])=[N:17][CH:18]=1.[NH:24]1[CH:29]=[CH:28][CH:27]=[CH:26][C:25]1=[S:30]. The catalyst is CN(C=O)C. The product is [CH2:1]([C:3]1[C:8]([O:9][C:15]2[C:16]([C:19]#[N:20])=[N:17][CH:18]=[C:13]([S:30][C:25]3[CH:26]=[CH:27][CH:28]=[CH:29][N:24]=3)[CH:14]=2)=[CH:7][CH:6]=[CH:5][N:4]=1)[CH3:2]. The yield is 1.08. (2) The reactants are [NH2:1][C:2]1[CH:3]=[C:4]([C:24](=[O:31])[NH:25][C:26]2[NH:27][CH:28]=[CH:29][N:30]=2)[C:5]2[N:9]=[C:8]([NH:10][C:11]([C:13]3[N:14]=[CH:15][C:16]4[C:21]([CH:22]=3)=[CH:20][CH:19]=[CH:18][CH:17]=4)=[O:12])[NH:7][C:6]=2[CH:23]=1.[C:32](Cl)(=[O:36])[CH:33]([CH3:35])[CH3:34]. The catalyst is N1C=CC=CC=1. The product is [NH:30]1[CH:29]=[CH:28][N:27]=[C:26]1[NH:25][C:24]([C:4]1[C:5]2[N:9]=[C:8]([NH:10][C:11]([C:13]3[N:14]=[CH:15][C:16]4[C:21]([CH:22]=3)=[CH:20][CH:19]=[CH:18][CH:17]=4)=[O:12])[NH:7][C:6]=2[CH:23]=[C:2]([NH:1][C:32](=[O:36])[CH:33]([CH3:35])[CH3:34])[CH:3]=1)=[O:31]. The yield is 0.665. (3) The reactants are [CH2:1]([NH:8][C@H:9]([CH:14]1[CH2:16][CH2:15]1)[C:10]([F:13])([F:12])[F:11])[C:2]1[CH:7]=[CH:6][CH:5]=[CH:4][CH:3]=1.N1C=CC=CC=1.[Br:23][CH2:24][C:25](Br)=[O:26]. The catalyst is C(Cl)Cl. The product is [CH2:1]([N:8]([C@H:9]([CH:14]1[CH2:16][CH2:15]1)[C:10]([F:13])([F:12])[F:11])[C:25](=[O:26])[CH2:24][Br:23])[C:2]1[CH:7]=[CH:6][CH:5]=[CH:4][CH:3]=1. The yield is 0.200. (4) The reactants are [F:1][C:2]([F:7])([F:6])[C:3](O)=[O:4].CN(C)C=O.P(Cl)(Cl)(Cl)=O.[NH2:18][C:19]1[CH:24]=[CH:23][CH:22]=[CH:21][N:20]=1.[O-]CC.[Na+].C(=O)([O-])[O-].[K+].[K+].[Cl:35][C:36]1[CH:41]=[CH:40][C:39]([CH2:42]Cl)=[CH:38][N:37]=1. The catalyst is CN1CCCC1=O.O. The product is [Cl:35][C:36]1[N:37]=[CH:38][C:39]([CH2:42][N:20]2[CH:21]=[CH:22][CH:23]=[CH:24][C:19]2=[N:18][C:3](=[O:4])[C:2]([F:7])([F:6])[F:1])=[CH:40][CH:41]=1. The yield is 0.714. (5) The reactants are [CH2:1]([C@H:8]1[C@H:12]([CH2:13][CH:14]([NH:23][C:24]([O:26][CH2:27][C:28]2[CH:33]=[CH:32][CH:31]=[CH:30][CH:29]=2)=[O:25])[CH2:15][C:16]2[CH:21]=[CH:20][C:19](Br)=[CH:18][CH:17]=2)[O:11][C:10]([CH3:35])([CH3:34])[N:9]1[C:36]([O:38][C:39]([CH3:42])([CH3:41])[CH3:40])=[O:37])[C:2]1[CH:7]=[CH:6][CH:5]=[CH:4][CH:3]=1.[CH3:43][C:44]1[CH:45]=[CH:46][C:47]([Sn](CCCC)(CCCC)CCCC)=[N:48][CH:49]=1. The catalyst is CN(C=O)C.Cl[Pd](Cl)([P](C1C=CC=CC=1)(C1C=CC=CC=1)C1C=CC=CC=1)[P](C1C=CC=CC=1)(C1C=CC=CC=1)C1C=CC=CC=1. The product is [CH2:1]([C@H:8]1[C@H:12]([CH2:13][CH:14]([NH:23][C:24]([O:26][CH2:27][C:28]2[CH:33]=[CH:32][CH:31]=[CH:30][CH:29]=2)=[O:25])[CH2:15][C:16]2[CH:21]=[CH:20][C:19]([C:47]3[CH:46]=[CH:45][C:44]([CH3:43])=[CH:49][N:48]=3)=[CH:18][CH:17]=2)[O:11][C:10]([CH3:35])([CH3:34])[N:9]1[C:36]([O:38][C:39]([CH3:42])([CH3:41])[CH3:40])=[O:37])[C:2]1[CH:7]=[CH:6][CH:5]=[CH:4][CH:3]=1. The yield is 0.630. (6) The reactants are [NH4+].[Cl-].C(O)C.C1COCC1.O.[NH2:12][C:13]1[C:22]([N+:23]([O-])=O)=[C:21]2[C:16]([C:17](=[O:37])[CH:18]=[C:19]([C:26]3[CH:31]=[C:30]([F:32])[C:29]([N:33]([CH3:35])[CH3:34])=[C:28]([F:36])[CH:27]=3)[O:20]2)=[CH:15][CH:14]=1. The catalyst is C1COCC1.[Fe]. The product is [NH2:12][C:13]1[C:22]([NH2:23])=[C:21]2[C:16]([C:17](=[O:37])[CH:18]=[C:19]([C:26]3[CH:27]=[C:28]([F:36])[C:29]([N:33]([CH3:34])[CH3:35])=[C:30]([F:32])[CH:31]=3)[O:20]2)=[CH:15][CH:14]=1. The yield is 0.400.